This data is from Cav3 T-type calcium channel HTS with 100,875 compounds. The task is: Binary Classification. Given a drug SMILES string, predict its activity (active/inactive) in a high-throughput screening assay against a specified biological target. (1) The molecule is o1nc(cc1/N=C\N(C)C)C. The result is 0 (inactive). (2) The drug is s1c(NC(=O)c2cccnc2)c(C(=O)N2CCOCC2)cc1. The result is 0 (inactive). (3) The compound is S(c1n(c(nn1)COc1ccccc1)CC=C)CC(=O)NCC(OCC)=O. The result is 0 (inactive). (4) The drug is O=C(Nc1cc2CCCc2cc1)c1ncc(nc1)C. The result is 0 (inactive). (5) The molecule is O=C(NCCN1CCN(CC1)Cc1ccc([N+]([O-])=O)cc1)C(=O)Nc1ccccc1. The result is 0 (inactive). (6) The drug is S(Cc1c(F)cccc1)\C(=N\C(C)C)NC#N. The result is 0 (inactive). (7) The compound is S(=O)(=O)(NCC(=O)N(Cc1occc1)CC(=O)NCc1ccc(F)cc1)c1ccc(F)cc1. The result is 0 (inactive). (8) The molecule is s1c(c2c3CCCCc3nc(N)c2C#N)ccc1CCCC. The result is 0 (inactive). (9) The compound is O(c1c(/[nH][nH]c1)=C1/C(=O)C=C(OCC)C=C1)c1c(OCC)cccc1. The result is 0 (inactive).